This data is from Peptide-MHC class I binding affinity with 185,985 pairs from IEDB/IMGT. The task is: Regression. Given a peptide amino acid sequence and an MHC pseudo amino acid sequence, predict their binding affinity value. This is MHC class I binding data. (1) The peptide sequence is ILLKALYML. The binding affinity (normalized) is 0.539. The MHC is BoLA-T2C with pseudo-sequence BoLA-T2C. (2) The peptide sequence is ITDMINASLK. The MHC is HLA-A33:01 with pseudo-sequence HLA-A33:01. The binding affinity (normalized) is 0.0560. (3) The MHC is HLA-A03:01 with pseudo-sequence HLA-A03:01. The binding affinity (normalized) is 0.588. The peptide sequence is KTFPPTEPK.